This data is from Reaction yield outcomes from USPTO patents with 853,638 reactions. The task is: Predict the reaction yield, written as a fraction of the theoretical maximum amount of product (1.0 means a 100% yield; for example, 0.34 means a 34% yield). (1) The reactants are [CH3:1][O:2][C:3]1[CH:4]=[C:5]([C:11]2[N:12]=[C:13]([N:23]([CH3:25])[CH3:24])[S:14][C:15]=2[C:16]2[CH:21]=[CH:20][N:19]=[C:18](Cl)[N:17]=2)[CH:6]=[C:7]([O:9][CH3:10])[CH:8]=1.[F:26][C:27]1[CH:28]=[C:29]([NH2:46])[CH:30]=[CH:31][C:32]=1[O:33][CH:34]1[CH2:39][CH2:38][N:37]([CH2:40][CH2:41][S:42]([CH3:45])(=[O:44])=[O:43])[CH2:36][CH2:35]1. The catalyst is CC(O)C.Cl.CCOC(C)=O. The product is [CH3:1][O:2][C:3]1[CH:4]=[C:5]([C:11]2[N:12]=[C:13]([N:23]([CH3:25])[CH3:24])[S:14][C:15]=2[C:16]2[CH:21]=[CH:20][N:19]=[C:18]([NH:46][C:29]3[CH:30]=[CH:31][C:32]([O:33][CH:34]4[CH2:39][CH2:38][N:37]([CH2:40][CH2:41][S:42]([CH3:45])(=[O:43])=[O:44])[CH2:36][CH2:35]4)=[C:27]([F:26])[CH:28]=3)[N:17]=2)[CH:6]=[C:7]([O:9][CH3:10])[CH:8]=1. The yield is 0.340. (2) The reactants are [Cl:1][C:2]1[CH:7]=[C:6]([Cl:8])[CH:5]=[CH:4][C:3]=1[C:9]1[C:17]2[C:13](=[C:14]([CH:19]([C:21]3[N:22]([CH2:26][O:27][CH3:28])[N:23]=[CH:24][N:25]=3)[OH:20])[N:15]([CH3:18])[N:16]=2)[CH:12]=[CH:11][CH:10]=1. The catalyst is ClCCl.[O-2].[O-2].[Mn+4]. The product is [Cl:1][C:2]1[CH:7]=[C:6]([Cl:8])[CH:5]=[CH:4][C:3]=1[C:9]1[C:17]2[C:13](=[C:14]([C:19]([C:21]3[N:22]([CH2:26][O:27][CH3:28])[N:23]=[CH:24][N:25]=3)=[O:20])[N:15]([CH3:18])[N:16]=2)[CH:12]=[CH:11][CH:10]=1. The yield is 0.800. (3) The reactants are C(OC([N:8]1[CH2:13][CH2:12][C:11]([C:16]2[CH:21]=[CH:20][C:19]([Cl:22])=[CH:18][CH:17]=2)([C:14]#[N:15])[CH2:10][CH2:9]1)=O)(C)(C)C.FC(F)(F)C(O)=O. The catalyst is ClCCl. The product is [Cl:22][C:19]1[CH:20]=[CH:21][C:16]([C:11]2([C:14]#[N:15])[CH2:12][CH2:13][NH:8][CH2:9][CH2:10]2)=[CH:17][CH:18]=1. The yield is 0.820. (4) The reactants are [CH2:1]([NH2:9])[CH2:2][C:3]1[CH:8]=[CH:7][CH:6]=[CH:5][CH:4]=1.[Cl:10][CH2:11][C:12](Cl)=[O:13]. No catalyst specified. The product is [Cl:10][CH2:11][C:12]([NH:9][CH2:1][CH2:2][C:3]1[CH:8]=[CH:7][CH:6]=[CH:5][CH:4]=1)=[O:13]. The yield is 0.990. (5) The reactants are [CH:1]([N:4]1[CH:8]=[C:7]([C:9]2[C:10]([NH2:25])=[N:11][CH:12]=[C:13]([C:15]3[CH:16]=[C:17]4[C:21](=[CH:22][CH:23]=3)[N:20]([CH3:24])[CH:19]=[CH:18]4)[CH:14]=2)[N:6]=[N:5]1)([CH3:3])[CH3:2].C([SiH](CC)CC)C.C([O-])(O)=O.[Na+]. The catalyst is C(O)(C(F)(F)F)=O. The product is [CH:1]([N:4]1[CH:8]=[C:7]([C:9]2[C:10]([NH2:25])=[N:11][CH:12]=[C:13]([C:15]3[CH:16]=[C:17]4[C:21](=[CH:22][CH:23]=3)[N:20]([CH3:24])[CH2:19][CH2:18]4)[CH:14]=2)[N:6]=[N:5]1)([CH3:3])[CH3:2]. The yield is 0.467. (6) The product is [SH:13][C:12]1[NH:9][C:5]2[CH:6]=[C:7]([CH3:8])[C:2]([CH3:1])=[CH:3][C:4]=2[N:10]=1. The catalyst is O. The yield is 0.620. The reactants are [CH3:1][C:2]1[C:7]([CH3:8])=[CH:6][C:5]([NH2:9])=[C:4]([NH2:10])[CH:3]=1.O(CC)[C:12]([S-])=[S:13].[K+].C(O)C.C.